Predict the reaction yield, written as a fraction of the theoretical maximum amount of product (1.0 means a 100% yield; for example, 0.34 means a 34% yield). From a dataset of Reaction yield outcomes from USPTO patents with 853,638 reactions. (1) The reactants are [NH2:1][C:2]1[CH:3]=[C:4]([CH:21]=[CH:22][C:23]=1[F:24])[O:5][C:6]1[CH:7]=[CH:8][C:9]2[N:10]([CH:12]=[C:13]([NH:15][C:16]([CH:18]3[CH2:20][CH2:19]3)=[O:17])[N:14]=2)[N:11]=1.[CH3:25][N:26]1[CH:30]=[CH:29][N:28]=[C:27]1[C:31](O)=[O:32].Cl.C(N=C=NCCCN(C)C)C.ON1C2C=CC=CC=2N=N1.C(=O)([O-])O.[Na+]. The catalyst is CN(C)C=O. The product is [CH:18]1([C:16]([NH:15][C:13]2[N:14]=[C:9]3[CH:8]=[CH:7][C:6]([O:5][C:4]4[CH:21]=[CH:22][C:23]([F:24])=[C:2]([NH:1][C:31]([C:27]5[N:26]([CH3:25])[CH:30]=[CH:29][N:28]=5)=[O:32])[CH:3]=4)=[N:11][N:10]3[CH:12]=2)=[O:17])[CH2:20][CH2:19]1. The yield is 0.120. (2) The reactants are [Br:1][C:2]1[CH:16]=[CH:15][C:5]([C:6]([C@H:8]2[CH2:10][C@H:9]2[C:11]([O:13]C)=[O:12])=[O:7])=[CH:4][CH:3]=1.[OH-].[Na+]. The catalyst is CO. The product is [Br:1][C:2]1[CH:3]=[CH:4][C:5]([C:6]([C@@H:8]2[CH2:10][C@H:9]2[C:11]([OH:13])=[O:12])=[O:7])=[CH:15][CH:16]=1. The yield is 0.950. (3) The reactants are [C:1]([C:3]1[CH:8]=[CH:7][C:6]([OH:9])=[CH:5][CH:4]=1)#[N:2].C(=O)([O-])[O-].[K+].[K+].Br.[N:17]1[CH:22]=[CH:21][CH:20]=[CH:19][C:18]=1[CH2:23]Br. The catalyst is CN(C)C=O.[Cl-].[Na+].O. The product is [N:17]1[CH:22]=[CH:21][CH:20]=[CH:19][C:18]=1[CH2:23][O:9][C:6]1[CH:7]=[CH:8][C:3]([C:1]#[N:2])=[CH:4][CH:5]=1. The yield is 0.530. (4) The reactants are [NH2:1][C:2]1[CH:7]=[CH:6][CH:5]=[CH:4][C:3]=1[S:8][CH:9]([C:26]1[CH:31]=[C:30]([F:32])[CH:29]=[CH:28][C:27]=1[F:33])[C@@H:10]([C:22]([O:24]C)=O)[NH:11][C:12]([O:14][CH2:15][C:16]1[CH:21]=[CH:20][CH:19]=[CH:18][CH:17]=1)=[O:13].C1(C)C=CC(S(O)(=O)=O)=CC=1. No catalyst specified. The product is [F:33][C:27]1[CH:28]=[CH:29][C:30]([F:32])=[CH:31][C:26]=1[C@H:9]1[C@@H:10]([NH:11][C:12](=[O:13])[O:14][CH2:15][C:16]2[CH:17]=[CH:18][CH:19]=[CH:20][CH:21]=2)[C:22](=[O:24])[NH:1][C:2]2[CH:7]=[CH:6][CH:5]=[CH:4][C:3]=2[S:8]1. The yield is 0.600. (5) The reactants are [CH2:1]([C:5]1([CH2:41][CH2:42][CH2:43][CH3:44])[C:17]2[CH:16]=[C:15]([C:18]#[C:19][C:20]3[CH:25]=[CH:24][C:23]([N:26]([CH2:33][CH2:34][CH2:35][CH2:36][CH2:37][CH3:38])[CH2:27][CH2:28][CH2:29][CH2:30][CH2:31][CH3:32])=[CH:22][CH:21]=3)[CH:14]=[CH:13][C:12]=2[C:11]2[C:6]1=[CH:7][C:8]([C:39]#[CH:40])=[CH:9][CH:10]=2)[CH2:2][CH2:3][CH3:4].C([N:47]([C:58]1[CH:63]=[CH:62][C:61](I)=[CH:60][CH:59]=1)[CH2:48][CH2:49][O:50][C:51]1[CH:56]=[CH:55][C:54]([OH:57])=[CH:53][CH:52]=1)C.[C:65]1(C)C=CC=C[CH:66]=1.CCN(CC)CC. The catalyst is [Cu]I.Cl[Pd](Cl)([P](C1C=CC=CC=1)(C1C=CC=CC=1)C1C=CC=CC=1)[P](C1C=CC=CC=1)(C1C=CC=CC=1)C1C=CC=CC=1. The product is [CH2:41]([C:5]1([CH2:1][CH2:2][CH2:3][CH3:4])[C:6]2[CH:7]=[C:8]([C:39]#[C:40][C:59]3[CH:60]=[CH:61][C:62]([CH2:63][CH2:58][NH:47][CH2:48][CH2:49][O:50][C:51]4[CH:52]=[CH:53][C:54]([OH:57])=[CH:55][CH:56]=4)=[CH:66][CH:65]=3)[CH:9]=[CH:10][C:11]=2[C:12]2[C:17]1=[CH:16][C:15]([C:18]#[C:19][C:20]1[CH:21]=[CH:22][C:23]([N:26]([CH2:27][CH2:28][CH2:29][CH2:30][CH2:31][CH3:32])[CH2:33][CH2:34][CH2:35][CH2:36][CH2:37][CH3:38])=[CH:24][CH:25]=1)=[CH:14][CH:13]=2)[CH2:42][CH2:43][CH3:44]. The yield is 0.570.